Dataset: Forward reaction prediction with 1.9M reactions from USPTO patents (1976-2016). Task: Predict the product of the given reaction. (1) The product is: [CH:6]1([CH2:11][N:12]2[C:16]3=[N:17][CH:18]=[C:19]([F:21])[CH:20]=[C:15]3[C:14]([C:22]3[N:23]=[N:24][C:25]4[C:29]([CH3:34])([CH3:35])[C:30](=[O:32])[NH:36][C:26]=4[N:27]=3)=[N:13]2)[CH2:7][CH2:8][CH2:9][CH2:10]1. Given the reactants P(Cl)(Cl)(Cl)=O.[CH:6]1([CH2:11][N:12]2[C:16]3=[N:17][CH:18]=[C:19]([F:21])[CH:20]=[C:15]3[C:14]([C:22]3[N:23]=[N:24][C:25]([C:29]([CH3:35])([CH3:34])[C:30]([O:32]C)=O)=[C:26](O)[N:27]=3)=[N:13]2)[CH2:10][CH2:9][CH2:8][CH2:7]1.[NH3:36], predict the reaction product. (2) Given the reactants [C:1]([OH:9])(=[O:8])[C:2]1[CH:7]=[CH:6][CH:5]=[CH:4][CH:3]=1.[CH2:10]([N:12]([CH2:49][CH3:50])[CH2:13][CH2:14][N:15]([CH2:33][CH2:34][NH:35][CH2:36][CH2:37][C:38]1[C:46]2[S:45][C:44](=[O:47])[NH:43][C:42]=2[C:41]([OH:48])=[CH:40][CH:39]=1)[C:16](=[O:32])[CH2:17][CH2:18][O:19][CH2:20][CH2:21][C:22]1[C:31]2[C:26](=[CH:27][CH:28]=[CH:29][CH:30]=2)[CH:25]=[CH:24][CH:23]=1)[CH3:11], predict the reaction product. The product is: [C:1]([OH:9])(=[O:8])[C:2]1[CH:7]=[CH:6][CH:5]=[CH:4][CH:3]=1.[CH2:49]([N:12]([CH2:10][CH3:11])[CH2:13][CH2:14][N:15]([CH2:33][CH2:34][NH:35][CH2:36][CH2:37][C:38]1[C:46]2[S:45][C:44](=[O:47])[NH:43][C:42]=2[C:41]([OH:48])=[CH:40][CH:39]=1)[C:16](=[O:32])[CH2:17][CH2:18][O:19][CH2:20][CH2:21][C:22]1[C:31]2[C:26](=[CH:27][CH:28]=[CH:29][CH:30]=2)[CH:25]=[CH:24][CH:23]=1)[CH3:50]. (3) Given the reactants Cl[C:2]1[CH:3]=[CH:4][C:5]2[O:18][CH:17]([CH2:19][OH:20])[N:8]3[C:9]4[CH:10]=[CH:11][CH:12]=[C:13]([F:16])[C:14]=4[CH:15]=[C:7]3[C:6]=2[N:21]=1.[CH3:22][O:23][C:24]1[N:29]=[CH:28][C:27]([C:30]2[O:31][C:32]3[CH:42]=[C:41]([N:43]([CH3:48])[S:44]([CH3:47])(=[O:46])=[O:45])[C:40](B4OC(C)(C)C(C)(C)O4)=[CH:39][C:33]=3[C:34]=2[C:35]([NH:37][CH3:38])=[O:36])=[CH:26][CH:25]=1.C(=O)([O-])[O-].[Na+].[Na+].CC(C1C=C(C(C)C)C(C2C=CC=CC=2P(C2CCCCC2)C2CCCCC2)=C(C(C)C)C=1)C, predict the reaction product. The product is: [F:16][C:13]1[C:14]2[CH:15]=[C:7]3[C:6]4[N:21]=[C:2]([C:40]5[C:41]([N:43]([CH3:48])[S:44]([CH3:47])(=[O:46])=[O:45])=[CH:42][C:32]6[O:31][C:30]([C:27]7[CH:28]=[N:29][C:24]([O:23][CH3:22])=[CH:25][CH:26]=7)=[C:34]([C:35]([NH:37][CH3:38])=[O:36])[C:33]=6[CH:39]=5)[CH:3]=[CH:4][C:5]=4[O:18][CH:17]([CH2:19][OH:20])[N:8]3[C:9]=2[CH:10]=[CH:11][CH:12]=1. (4) Given the reactants [F:1][C:2]([F:15])([F:14])[S:3]([O:6]S(C(F)(F)F)(=O)=O)(=[O:5])=[O:4].[CH3:16][C:17]1[C:18](O)=[CH:19][CH:20]=[C:21]2[C:26]=1[O:25][CH:24]([C:27]1[CH:32]=[CH:31][CH:30]=[CH:29][CH:28]=1)[CH2:23][CH2:22]2, predict the reaction product. The product is: [F:1][C:2]([F:15])([F:14])[S:3]([O:6][C:18]1[C:17]([CH3:16])=[C:26]2[C:21]([CH2:22][CH2:23][CH:24]([C:27]3[CH:28]=[CH:29][CH:30]=[CH:31][CH:32]=3)[O:25]2)=[CH:20][CH:19]=1)(=[O:5])=[O:4]. (5) Given the reactants [CH:1]1([NH2:7])[CH2:6][CH2:5][CH2:4][CH2:3][CH2:2]1.[CH3:8][O:9][C:10]([C:12]1[CH:13]=[C:14]([CH3:35])[C:15]2[O:21][C:20]3[C:22]([Cl:31])=[CH:23][C:24]([NH:26][C:27](=[O:30])[CH2:28]Cl)=[CH:25][C:19]=3[CH2:18][S:17](=[O:33])(=[O:32])[C:16]=2[CH:34]=1)=[O:11], predict the reaction product. The product is: [CH3:8][O:9][C:10]([C:12]1[CH:13]=[C:14]([CH3:35])[C:15]2[O:21][C:20]3[C:22]([Cl:31])=[CH:23][C:24]([NH:26][C:27](=[O:30])[CH2:28][NH:7][CH:1]4[CH2:6][CH2:5][CH2:4][CH2:3][CH2:2]4)=[CH:25][C:19]=3[CH2:18][S:17](=[O:33])(=[O:32])[C:16]=2[CH:34]=1)=[O:11]. (6) Given the reactants C([O:3][C:4](=[O:35])[CH2:5][C:6]1[CH:7]=[N:8][C:9]([Cl:34])=[C:10]([C:12]2[CH:17]=[CH:16][C:15]([C:18]([F:21])([F:20])[F:19])=[CH:14][C:13]=2[CH2:22][N:23]([C:31](=[O:33])[CH3:32])[CH2:24][C:25]2[CH:30]=[CH:29][CH:28]=[CH:27][CH:26]=2)[CH:11]=1)C.C(OC(=O)CC1C(Cl)=NC=C(C2C=CC(C(F)(F)F)=CC=2CN(C(=O)C)CC2C=CC=CC=2)C=1)C, predict the reaction product. The product is: [C:31]([N:23]([CH2:22][C:13]1[CH:14]=[C:15]([C:18]([F:20])([F:19])[F:21])[CH:16]=[CH:17][C:12]=1[C:10]1[CH:11]=[C:6]([CH2:5][C:4]([OH:35])=[O:3])[CH:7]=[N:8][C:9]=1[Cl:34])[CH2:24][C:25]1[CH:30]=[CH:29][CH:28]=[CH:27][CH:26]=1)(=[O:33])[CH3:32]. (7) The product is: [F:1][C:2]1[CH:7]=[CH:6][C:5]([NH:8][C:9]([C:11]2[C:15]3[CH:16]=[CH:17][C:18]([O:20][C:21]4[CH:26]=[CH:25][N:24]=[C:23]([NH2:28])[N:22]=4)=[CH:19][C:14]=3[S:13][N:12]=2)=[O:10])=[CH:4][C:3]=1[C:29]([F:32])([F:30])[F:31]. Given the reactants [F:1][C:2]1[CH:7]=[CH:6][C:5]([NH:8][C:9]([C:11]2[C:15]3[CH:16]=[CH:17][C:18]([O:20][C:21]4[CH:26]=[C:25](Cl)[N:24]=[C:23]([NH2:28])[N:22]=4)=[CH:19][C:14]=3[S:13][N:12]=2)=[O:10])=[CH:4][C:3]=1[C:29]([F:32])([F:31])[F:30].CCN(CC)CC, predict the reaction product. (8) Given the reactants [CH:1]1([NH:5][C@@H:6]2[CH2:8][C@H:7]2[C:9]2[CH:10]=[C:11]([C:14]([NH:16][C:17]3[S:18][C:19]([CH3:22])=[N:20][N:21]=3)=[O:15])[S:12][CH:13]=2)[CH2:4][CH2:3][CH2:2]1.C1COCC1.[S:28](=[O:32])(=[O:31])([OH:30])[OH:29], predict the reaction product. The product is: [S:28]([OH:32])([OH:31])(=[O:30])=[O:29].[CH:1]1([NH:5][C@@H:6]2[CH2:8][C@H:7]2[C:9]2[CH:10]=[C:11]([C:14]([NH:16][C:17]3[S:18][C:19]([CH3:22])=[N:20][N:21]=3)=[O:15])[S:12][CH:13]=2)[CH2:2][CH2:3][CH2:4]1. (9) Given the reactants [Br:1][C:2]1[CH:3]=[C:4]([C@@H:8]([N:10]2[CH2:15][CH2:14][C@@:13]([C:20]3[CH:25]=[CH:24][C:23]([F:26])=[CH:22][CH:21]=3)([CH2:16][C:17](=[O:19])[CH3:18])[O:12][C:11]2=[O:27])[CH3:9])[CH:5]=[CH:6][CH:7]=1.[CH3:28][Mg+].[Br-], predict the reaction product. The product is: [Br:1][C:2]1[CH:3]=[C:4]([C@@H:8]([N:10]2[CH2:15][CH2:14][C@@:13]([C:20]3[CH:21]=[CH:22][C:23]([F:26])=[CH:24][CH:25]=3)([CH2:16][C:17]([OH:19])([CH3:28])[CH3:18])[O:12][C:11]2=[O:27])[CH3:9])[CH:5]=[CH:6][CH:7]=1.